Dataset: Full USPTO retrosynthesis dataset with 1.9M reactions from patents (1976-2016). Task: Predict the reactants needed to synthesize the given product. Given the product [CH2:1]([C:3]1([CH3:12])[NH:7][C:6](=[O:17])[C:5]([CH2:10][CH3:11])([CH3:9])[NH:4]1)[CH3:2], predict the reactants needed to synthesize it. The reactants are: [CH2:1]([C:3]1([CH3:12])[NH:7][C:6](=S)[C:5]([CH2:10][CH3:11])([CH3:9])[NH:4]1)[CH3:2].[OH-].[Na+].OO.[OH:17]S([O-])=O.[Na+].